Dataset: Retrosynthesis with 50K atom-mapped reactions and 10 reaction types from USPTO. Task: Predict the reactants needed to synthesize the given product. (1) Given the product N#Cc1cc(Cl)cc(Oc2c(Br)ccc(CO)c2F)c1, predict the reactants needed to synthesize it. The reactants are: N#Cc1cc(Cl)cc(Oc2c(Br)ccc(C=O)c2F)c1. (2) Given the product COc1cnc2c(C)cc(=O)n(CCN3CCC(N(Cc4cc5c(cn4)OCCO5)C(=O)OC(C)(C)C)CC3)c2c1, predict the reactants needed to synthesize it. The reactants are: C[O-].Cc1cc(=O)n(CCN2CCC(N(Cc3cc4c(cn3)OCCO4)C(=O)OC(C)(C)C)CC2)c2cc(F)cnc12.